This data is from Full USPTO retrosynthesis dataset with 1.9M reactions from patents (1976-2016). The task is: Predict the reactants needed to synthesize the given product. Given the product [F:1][C:2]1[N:7]=[CH:6][C:5]([C@@H:8]2[CH2:14][C@@H:13]3[NH:15][C@H:9]2[CH2:10][CH2:11][CH2:12]3)=[CH:4][CH:3]=1, predict the reactants needed to synthesize it. The reactants are: [F:1][C:2]1[N:7]=[CH:6][C:5]([C@H:8]2[CH2:14][C@H:13]3[NH:15][C@@H:9]2[CH2:10][CH2:11][CH2:12]3)=[CH:4][CH:3]=1.